Dataset: Reaction yield outcomes from USPTO patents with 853,638 reactions. Task: Predict the reaction yield, written as a fraction of the theoretical maximum amount of product (1.0 means a 100% yield; for example, 0.34 means a 34% yield). (1) The product is [Cl:27][C:28]1[CH:29]=[C:16]([C:15]2[N:3]=[C:4]([OH:14])[C:5]3[C:6]([CH:13]=2)=[CH:7][C:8]([O:11][CH3:12])=[CH:9][CH:10]=3)[CH:33]=[CH:34][C:35]=1[O:36][CH3:37]. The reactants are C([N:3]([CH2:15][CH3:16])[C:4](=[O:14])[C:5]1[CH:10]=[CH:9][C:8]([O:11][CH3:12])=[CH:7][C:6]=1[CH3:13])C.C([Li])(C)(C)C.CCCCC.[Cl:27][C:28]1[CH:29]=C([CH:33]=[CH:34][C:35]=1[O:36][CH3:37])C#N. The catalyst is C1COCC1. The yield is 0.840. (2) The reactants are [NH:1]1[C:5]2=[N:6][CH:7]=[CH:8][CH:9]=[C:4]2[CH:3]=[C:2]1[C:10](OCC)=[O:11]. The catalyst is C1COCC1. The product is [NH:1]1[C:5]2=[N:6][CH:7]=[CH:8][CH:9]=[C:4]2[CH:3]=[C:2]1[CH2:10][OH:11]. The yield is 0.930. (3) The reactants are [F:1][C:2]1[CH:3]=[CH:4][C:5]([O:22][CH3:23])=[C:6]([C:8]2[N:12]([CH2:13][CH2:14][O:15][CH2:16][Si:17]([CH3:20])([CH3:19])[CH3:18])[N:11]=[CH:10][C:9]=2[NH2:21])[CH:7]=1.[N:24]1[N:28]2[CH:29]=[CH:30][CH:31]=[N:32][C:27]2=[C:26]([C:33](Cl)=[O:34])[CH:25]=1. The catalyst is O1CCCC1. The product is [F:1][C:2]1[CH:3]=[CH:4][C:5]([O:22][CH3:23])=[C:6]([C:8]2[N:12]([CH2:13][CH2:14][O:15][CH2:16][Si:17]([CH3:19])([CH3:18])[CH3:20])[N:11]=[CH:10][C:9]=2[NH:21][C:33]([C:26]2[CH:25]=[N:24][N:28]3[CH:29]=[CH:30][CH:31]=[N:32][C:27]=23)=[O:34])[CH:7]=1. The yield is 0.400. (4) The yield is 0.440. The catalyst is ClCCl.O. The reactants are C1(P(=O)(C2C=CC=CC=2)C2C=CC=CC=2)C=CC=CC=1.FC(F)(F)S(OS(C(F)(F)F)(=O)=O)(=O)=O.C([S:43][CH:44]([CH2:73][N:74]1[CH2:79][CH2:78][O:77][CH2:76][CH2:75]1)[CH2:45][NH:46][C:47]([C:49]1[NH:50][C:51]2[C:56]([CH:57]=1)=[CH:55][C:54]([O:58][C:59]([F:62])([F:61])[F:60])=[CH:53][C:52]=2[N:63]([CH3:72])[S:64]([C:67]1[S:68][CH:69]=[CH:70][CH:71]=1)(=[O:66])=[O:65])=O)C1C=CC=CC=1.CSC. The product is [CH3:72][N:63]([C:52]1[CH:53]=[C:54]([O:58][C:59]([F:62])([F:60])[F:61])[CH:55]=[C:56]2[C:51]=1[NH:50][C:49]([C:47]1[S:43][CH:44]([CH2:73][N:74]3[CH2:79][CH2:78][O:77][CH2:76][CH2:75]3)[CH2:45][N:46]=1)=[CH:57]2)[S:64]([C:67]1[S:68][CH:69]=[CH:70][CH:71]=1)(=[O:65])=[O:66]. (5) The reactants are [OH-].[Na+].[N:3]1[CH:8]=[CH:7][CH:6]=[CH:5][C:4]=1[C:9]#[C:10][CH2:11][CH2:12][C:13]([O:15]CC)=[O:14].Cl. The catalyst is C(O)C. The product is [N:3]1[CH:8]=[CH:7][CH:6]=[CH:5][C:4]=1[C:9]#[C:10][CH2:11][CH2:12][C:13]([OH:15])=[O:14]. The yield is 0.990. (6) The reactants are [CH2:1]([O:3][C:4]([C:6]1[CH:10]=[C:9]([CH3:11])[NH:8][N:7]=1)=[O:5])[CH3:2].[Cl:12]N1C(=O)CCC1=O. The catalyst is CN(C)C=O. The product is [CH2:1]([O:3][C:4]([C:6]1[C:10]([Cl:12])=[C:9]([CH3:11])[NH:8][N:7]=1)=[O:5])[CH3:2]. The yield is 0.960.